From a dataset of Forward reaction prediction with 1.9M reactions from USPTO patents (1976-2016). Predict the product of the given reaction. (1) Given the reactants C1(C)C=CC(S(O)(=O)=O)=CC=1.[CH2:12]([O:19][C:20](=[O:25])[CH2:21][CH2:22][CH2:23][NH2:24])[C:13]1[CH:18]=[CH:17][CH:16]=[CH:15][CH:14]=1.ClC(Cl)(O[C:30](=[O:36])OC(Cl)(Cl)Cl)Cl.C(N(CC)CC)C.Cl.Cl.[CH3:47][N:48]([CH3:57])[C:49]1[CH:56]=[CH:55][C:52]([CH2:53][NH2:54])=[CH:51][CH:50]=1, predict the reaction product. The product is: [CH2:12]([O:19][C:20](=[O:25])[CH2:21][CH2:22][CH2:23][NH:24][C:30]([NH:54][CH2:53][C:52]1[CH:55]=[CH:56][C:49]([N:48]([CH3:57])[CH3:47])=[CH:50][CH:51]=1)=[O:36])[C:13]1[CH:18]=[CH:17][CH:16]=[CH:15][CH:14]=1. (2) Given the reactants [F:1][CH:2]([F:12])[C:3]1[C:7]([C:8](Cl)=[O:9])=[CH:6][N:5]([CH3:11])[N:4]=1.FC(F)C1C(C(O)=O)=CN(C)N=1.CC1(C)C(C)(C)OB([C:33]2[CH:38]=[CH:37][CH:36]=[CH:35][C:34]=2[NH2:39])O1.C(=O)([O-])[O-].[Cs+].[Cs+].Br[C:48]1[CH:49]=[C:50]([F:63])[C:51]([N:54]2[CH:58]=[CH:57][C:56]([C:59]([F:62])([F:61])[F:60])=[N:55]2)=[N:52][CH:53]=1.C(=O)([O-])[O-].[Na+].[Na+], predict the reaction product. The product is: [F:1][CH:2]([F:12])[C:3]1[C:7]([C:8]([NH:39][C:34]2[CH:35]=[CH:36][CH:37]=[CH:38][C:33]=2[C:48]2[CH:53]=[N:52][C:51]([N:54]3[CH:58]=[CH:57][C:56]([C:59]([F:62])([F:61])[F:60])=[N:55]3)=[C:50]([F:63])[CH:49]=2)=[O:9])=[CH:6][N:5]([CH3:11])[N:4]=1. (3) Given the reactants [F:1][C:2]1[CH:7]=[CH:6][CH:5]=[C:4]([F:8])[C:3]=1[N:9]1[C:14]2[N:15]=[C:16]([S:29][CH3:30])[N:17]=[C:18]([C:19]3[CH:20]=[C:21]([CH:25]=[CH:26][C:27]=3[CH3:28])[C:22]([OH:24])=O)[C:13]=2[CH:12]=[CH:11][C:10]1=[O:31].CCN(C(C)C)C(C)C.CN(C(ON1N=NC2C=CC=NC1=2)=[N+](C)C)C.F[P-](F)(F)(F)(F)F.[NH2:65][C:66]1[S:67][CH:68]=[CH:69][N:70]=1, predict the reaction product. The product is: [F:8][C:4]1[CH:5]=[CH:6][CH:7]=[C:2]([F:1])[C:3]=1[N:9]1[C:14]2[N:15]=[C:16]([S:29][CH3:30])[N:17]=[C:18]([C:19]3[CH:20]=[C:21]([CH:25]=[CH:26][C:27]=3[CH3:28])[C:22]([NH:65][C:66]3[S:67][CH:68]=[CH:69][N:70]=3)=[O:24])[C:13]=2[CH:12]=[CH:11][C:10]1=[O:31].